Dataset: Forward reaction prediction with 1.9M reactions from USPTO patents (1976-2016). Task: Predict the product of the given reaction. Given the reactants Cl[C:2]1[CH:7]=[C:6]([CH2:8][C:9](=[O:11])[CH3:10])[CH:5]=[CH:4][N:3]=1.[NH:12]1[CH2:17][CH2:16][O:15][CH2:14][CH2:13]1, predict the reaction product. The product is: [N:12]1([C:2]2[CH:7]=[C:6]([CH2:8][C:9](=[O:11])[CH3:10])[CH:5]=[CH:4][N:3]=2)[CH2:17][CH2:16][O:15][CH2:14][CH2:13]1.